Dataset: Forward reaction prediction with 1.9M reactions from USPTO patents (1976-2016). Task: Predict the product of the given reaction. (1) The product is: [CH2:1]([N:3]1[CH2:8][CH2:7][N:6]([CH:9]2[CH2:14][CH2:13][NH:12][CH2:11][CH2:10]2)[CH2:5][CH2:4]1)[CH3:2]. Given the reactants [CH2:1]([N:3]1[CH2:8][CH2:7][N:6]([CH:9]2[CH2:14][CH2:13][N:12](C(OC(C)(C)C)=O)[CH2:11][CH2:10]2)[CH2:5][CH2:4]1)[CH3:2].CO.ClCCl.Cl, predict the reaction product. (2) Given the reactants [NH2:1][C:2]1[S:6][C:5]([SH:7])=[N:4][N:3]=1.C(=O)([O-])[O-].[K+].[K+].[C:14]1([CH:20]([O:27][C:28]([C:30]2[N:31]3[CH:34]([CH2:35][CH2:36][C:37]=2Cl)[C@@H:33]([NH:39][C:40](=[O:70])/[C:41](/[C:63]2[N:64]=[C:65]([NH2:69])[S:66][C:67]=2[Cl:68])=[N:42]\[O:43][C:44]([C:57]2[CH:62]=[CH:61][CH:60]=[CH:59][CH:58]=2)([C:51]2[CH:56]=[CH:55][CH:54]=[CH:53][CH:52]=2)[C:45]2[CH:50]=[CH:49][CH:48]=[CH:47][CH:46]=2)[C:32]3=[O:71])=[O:29])[C:21]2[CH:26]=[CH:25][CH:24]=[CH:23][CH:22]=2)[CH:19]=[CH:18][CH:17]=[CH:16][CH:15]=1, predict the reaction product. The product is: [C:14]1([CH:20]([O:27][C:28]([C:30]2[N:31]3[CH:34]([CH2:35][CH2:36][C:37]=2[S:7][C:5]2[S:6][C:2]([NH2:1])=[N:3][N:4]=2)[C@@H:33]([NH:39][C:40](=[O:70])/[C:41](/[C:63]2[N:64]=[C:65]([NH2:69])[S:66][C:67]=2[Cl:68])=[N:42]\[O:43][C:44]([C:57]2[CH:58]=[CH:59][CH:60]=[CH:61][CH:62]=2)([C:51]2[CH:52]=[CH:53][CH:54]=[CH:55][CH:56]=2)[C:45]2[CH:50]=[CH:49][CH:48]=[CH:47][CH:46]=2)[C:32]3=[O:71])=[O:29])[C:21]2[CH:26]=[CH:25][CH:24]=[CH:23][CH:22]=2)[CH:19]=[CH:18][CH:17]=[CH:16][CH:15]=1. (3) Given the reactants [OH:1][C@H:2]1[CH2:6][NH:5][C@H:4]([C:7]([OH:9])=[O:8])[CH2:3]1.CO.Cl[C:13]([O:15][CH2:16][C:17]1[CH:22]=[CH:21][CH:20]=[CH:19][CH:18]=1)=[O:14].[OH-].[Na+], predict the reaction product. The product is: [C:13]([N:5]1[CH2:6][CH:2]([OH:1])[CH2:3][C@H:4]1[C:7]([OH:9])=[O:8])([O:15][CH2:16][C:17]1[CH:22]=[CH:21][CH:20]=[CH:19][CH:18]=1)=[O:14]. (4) Given the reactants [C:1]1([CH:7]([C:26]2[CH:31]=[CH:30][CH:29]=[CH:28][CH:27]=2)[N:8]2[CH2:11][C:10]([NH:18][CH2:19][C:20]3[CH:25]=[CH:24][CH:23]=[CH:22][CH:21]=3)([C:12]([NH:14][CH:15]([CH3:17])[CH3:16])=O)[CH2:9]2)[CH:6]=[CH:5][CH:4]=[CH:3][CH:2]=1.[H-].[Al+3].[Li+].[H-].[H-].[H-], predict the reaction product. The product is: [C:26]1([CH:7]([C:1]2[CH:2]=[CH:3][CH:4]=[CH:5][CH:6]=2)[N:8]2[CH2:11][C:10]([CH2:12][NH:14][CH:15]([CH3:17])[CH3:16])([NH:18][CH2:19][C:20]3[CH:21]=[CH:22][CH:23]=[CH:24][CH:25]=3)[CH2:9]2)[CH:31]=[CH:30][CH:29]=[CH:28][CH:27]=1. (5) Given the reactants Cl[C:2]1[CH:11]=[C:10]([C:12]([OH:14])=[O:13])[C:9]2[C:4](=[CH:5][CH:6]=[CH:7][CH:8]=2)[N:3]=1.[CH3:15][N:16]1[CH2:21][CH2:20][N:19]([C:22]2[N:27]=[CH:26][CH:25]=[CH:24][C:23]=2B2OC(C)(C)C(C)(C)O2)[CH2:18][CH2:17]1.C([O-])([O-])=O.[K+].[K+], predict the reaction product. The product is: [CH3:15][N:16]1[CH2:17][CH2:18][N:19]([C:22]2[N:27]=[CH:26][C:25]([C:2]3[CH:11]=[C:10]([C:12]([OH:14])=[O:13])[C:9]4[C:4](=[CH:5][CH:6]=[CH:7][CH:8]=4)[N:3]=3)=[CH:24][CH:23]=2)[CH2:20][CH2:21]1. (6) Given the reactants [C:1]1([CH2:7][O:8][C:9]2[CH:14]=[CH:13][C:12]([CH2:15][N:16]3[CH2:22][CH2:21][CH2:20][N:19]([CH2:23][CH2:24][C:25]([O:27]C)=[O:26])[CH2:18][CH2:17]3)=[CH:11][CH:10]=2)[CH:6]=[CH:5][CH:4]=[CH:3][CH:2]=1.[OH-].[Na+].Cl, predict the reaction product. The product is: [C:1]1([CH2:7][O:8][C:9]2[CH:10]=[CH:11][C:12]([CH2:15][N:16]3[CH2:22][CH2:21][CH2:20][N:19]([CH2:23][CH2:24][C:25]([OH:27])=[O:26])[CH2:18][CH2:17]3)=[CH:13][CH:14]=2)[CH:6]=[CH:5][CH:4]=[CH:3][CH:2]=1. (7) Given the reactants [NH2:1][CH2:2][C:3]1[O:4][CH:5]=[C:6]([O:10][CH2:11][C:12]2[CH:17]=[CH:16][CH:15]=[CH:14][CH:13]=2)[C:7](=[O:9])[CH:8]=1.[Cl:18][C:19]1[CH:24]=[CH:23][CH:22]=[CH:21][C:20]=1[S:25](Cl)(=[O:27])=[O:26].C(OC1C(=O)C=C(CNS(C2C=CC=CC=2)(=O)=O)OC=1)C1C=CC=CC=1, predict the reaction product. The product is: [CH2:11]([O:10][C:6]1[C:7](=[O:9])[CH:8]=[C:3]([CH2:2][NH:1][S:25]([C:20]2[CH:21]=[CH:22][CH:23]=[CH:24][C:19]=2[Cl:18])(=[O:27])=[O:26])[O:4][CH:5]=1)[C:12]1[CH:17]=[CH:16][CH:15]=[CH:14][CH:13]=1. (8) Given the reactants [CH3:1][C@H:2]1[NH:7][C@@H:6]([CH3:8])[CH2:5][N:4]([CH2:9][C:10]([NH:12][C:13]2[CH:18]=[CH:17][CH:16]=[C:15]([O:19][CH3:20])[C:14]=2[CH3:21])=[O:11])[CH2:3]1.[C:22]([C:24]1[CH:25]=[C:26]([S:30](Cl)(=[O:32])=[O:31])[CH:27]=[CH:28][CH:29]=1)#[N:23], predict the reaction product. The product is: [C:22]([C:24]1[CH:25]=[C:26]([S:30]([N:7]2[C@@H:6]([CH3:8])[CH2:5][N:4]([CH2:9][C:10]([NH:12][C:13]3[CH:18]=[CH:17][CH:16]=[C:15]([O:19][CH3:20])[C:14]=3[CH3:21])=[O:11])[CH2:3][C@H:2]2[CH3:1])(=[O:32])=[O:31])[CH:27]=[CH:28][CH:29]=1)#[N:23]. (9) The product is: [NH2:5][C@@H:4]([CH2:8][OH:7])[CH2:3][C:2]([F:13])([F:1])[C:21]([O:15][CH3:16])=[O:22]. Given the reactants [F:1][C:2]1([F:13])C(=O)[N:5]2C(C)(C)[O:7][CH2:8][C@H:4]2[CH2:3]1.Cl.[O:15]1CCOC[CH2:16]1.[CH3:21][OH:22], predict the reaction product. (10) Given the reactants Cl[C:2]1[CH:7]=[CH:6][C:5]([N+:8]([O-:10])=[O:9])=[CH:4][CH:3]=1.[NH:11]1[CH2:16][CH2:15][NH:14][CH2:13][CH2:12]1.Cl, predict the reaction product. The product is: [N+:8]([C:5]1[CH:6]=[CH:7][C:2]([N:11]2[CH2:16][CH2:15][NH:14][CH2:13][CH2:12]2)=[CH:3][CH:4]=1)([O-:10])=[O:9].